Task: Predict the reactants needed to synthesize the given product.. Dataset: Full USPTO retrosynthesis dataset with 1.9M reactions from patents (1976-2016) (1) Given the product [C:1]([O:5][C:6](=[O:47])[NH:7][C@H:8]([C@@H:28]1[O:32][C:31](=[O:33])[N:30]([C:34]2([C:37]3[CH:42]=[CH:41][CH:40]=[C:39]([C:43]([CH3:46])([CH3:45])[CH3:44])[CH:38]=3)[CH2:36][CH2:35]2)[CH2:29]1)[CH2:9][C:10]1[CH:15]=[CH:14][C:13]([NH2:16])=[C:12]([CH2:23][CH2:24][CH2:25][CH2:26][CH3:27])[CH:11]=1)([CH3:2])([CH3:3])[CH3:4], predict the reactants needed to synthesize it. The reactants are: [C:1]([O:5][C:6](=[O:47])[NH:7][C@H:8]([C@@H:28]1[O:32][C:31](=[O:33])[N:30]([C:34]2([C:37]3[CH:42]=[CH:41][CH:40]=[C:39]([C:43]([CH3:46])([CH3:45])[CH3:44])[CH:38]=3)[CH2:36][CH2:35]2)[CH2:29]1)[CH2:9][C:10]1[CH:15]=[CH:14][C:13]([NH:16]C(=O)C(F)(F)F)=[C:12]([CH2:23][CH2:24][CH2:25][CH2:26][CH3:27])[CH:11]=1)([CH3:4])([CH3:3])[CH3:2].[OH-].[Na+]. (2) Given the product [CH3:1][O:2][C:3](=[O:16])[C:4]1[C:5]([C:12]([F:14])([F:13])[F:15])=[CH:6][C:7]([Cl:11])=[CH:8][C:9]=1[CH2:10][Br:17], predict the reactants needed to synthesize it. The reactants are: [CH3:1][O:2][C:3](=[O:16])[C:4]1[C:9]([CH3:10])=[CH:8][C:7]([Cl:11])=[CH:6][C:5]=1[C:12]([F:15])([F:14])[F:13].[Br:17]NC(=O)CCC(N)=O.C(OOC(=O)C1C=CC=CC=1)(=O)C1C=CC=CC=1. (3) Given the product [Br:1][C:2]1[CH:7]=[C:6]([S:8]([NH:13][CH2:14][CH2:15][N:16]2[CH2:21][CH2:20][CH2:19][CH2:18][CH2:17]2)(=[O:10])=[O:9])[CH:5]=[N:4][C:3]=1[Cl:12], predict the reactants needed to synthesize it. The reactants are: [Br:1][C:2]1[C:3]([Cl:12])=[N:4][CH:5]=[C:6]([S:8](Cl)(=[O:10])=[O:9])[CH:7]=1.[NH2:13][CH2:14][CH2:15][N:16]1[CH2:21][CH2:20][CH2:19][CH2:18][CH2:17]1. (4) Given the product [O:20]1[CH:21]=[CH:22][CH:23]=[C:19]1[C:16]1[CH:17]=[CH:18][C:13]([C:10]([CH3:12])([CH3:11])[CH2:9][OH:8])=[CH:14][CH:15]=1, predict the reactants needed to synthesize it. The reactants are: [H-].[Al+3].[Li+].[H-].[H-].[H-].C[O:8][C:9](=O)[C:10]([C:13]1[CH:18]=[CH:17][C:16]([C:19]2[O:20][CH:21]=[CH:22][CH:23]=2)=[CH:15][CH:14]=1)([CH3:12])[CH3:11].O.[OH-].[Na+]. (5) Given the product [Br:8][C:9]1[CH:10]=[C:11]([S:16]([N:5]2[CH2:6][CH2:7][N:2]([CH3:1])[CH2:3][CH2:4]2)(=[O:18])=[O:17])[CH:12]=[N:13][C:14]=1[Cl:15], predict the reactants needed to synthesize it. The reactants are: [CH3:1][N:2]1[CH2:7][CH2:6][NH:5][CH2:4][CH2:3]1.[Br:8][C:9]1[CH:10]=[C:11]([S:16](Cl)(=[O:18])=[O:17])[CH:12]=[N:13][C:14]=1[Cl:15]. (6) Given the product [C:2]([C:4]([CH3:23])([CH3:24])[CH:5]([C:12]1[CH:17]=[CH:16][CH:15]=[C:14]([CH2:18][OH:19])[CH:13]=1)[CH2:6][C:7]([O:9][CH2:10][CH3:11])=[O:8])#[N:3], predict the reactants needed to synthesize it. The reactants are: Cl.[C:2]([C:4]([CH3:24])([CH3:23])[CH:5]([C:12]1[CH:17]=[CH:16][CH:15]=[C:14]([CH2:18][O:19]COC)[CH:13]=1)[CH2:6][C:7]([O:9][CH2:10][CH3:11])=[O:8])#[N:3]. (7) Given the product [C:1]([O:5][C:6]([N:8]1[CH2:12][CH2:11][C@H:10]([N:13]([C:18]2[CH:23]=[CH:22][C:21]([F:24])=[C:20]([Cl:25])[CH:19]=2)[CH2:14][CH2:15][CH2:16][N:27]([CH3:28])[CH3:26])[CH2:9]1)=[O:7])([CH3:2])([CH3:4])[CH3:3], predict the reactants needed to synthesize it. The reactants are: [C:1]([O:5][C:6]([N:8]1[CH2:12][CH2:11][C@H:10]([N:13]([C:18]2[CH:23]=[CH:22][C:21]([F:24])=[C:20]([Cl:25])[CH:19]=2)[CH2:14][CH2:15][CH2:16]Cl)[CH2:9]1)=[O:7])([CH3:4])([CH3:3])[CH3:2].[CH3:26][NH:27][CH3:28].[I-].[Na+].O. (8) Given the product [CH3:14][C:12]1[C:7]2[C:5](=[CH:4][C:3]([Cl:2])=[CH:9][CH:8]=2)[N:6]=[CH:11][CH:10]=1, predict the reactants needed to synthesize it. The reactants are: Cl.[Cl:2][C:3]1[CH:4]=[C:5]([CH:7]=[CH:8][CH:9]=1)[NH2:6].[CH:10]([C:12]([CH3:14])=O)=[CH2:11].[OH-].[Na+]. (9) Given the product [NH:3]1[C:11]2[C:6](=[CH:7][C:8]([NH:12][C:13]3[C:22]4[C:17](=[CH:18][CH:19]=[C:20]([O:23][CH2:24][CH2:25][N:26]5[CH2:31][CH2:30][CH2:29][CH2:28][CH2:27]5)[CH:21]=4)[N:16]=[C:15]([C:32]4[CH:33]=[C:34]([NH:38][C:39](=[O:43])[CH2:40][CH2:41][CH3:42])[CH:35]=[CH:36][CH:37]=4)[N:14]=3)=[CH:9][CH:10]=2)[CH:5]=[N:4]1, predict the reactants needed to synthesize it. The reactants are: Cl.Cl.[NH:3]1[C:11]2[C:6](=[CH:7][C:8]([NH:12][C:13]3[C:22]4[C:17](=[CH:18][CH:19]=[C:20]([O:23][CH2:24][CH2:25][N:26]5[CH2:31][CH2:30][CH2:29][CH2:28][CH2:27]5)[CH:21]=4)[N:16]=[C:15]([C:32]4[CH:33]=[C:34]([NH:38][C:39](=[O:43])[CH2:40][CH2:41][CH3:42])[CH:35]=[CH:36][CH:37]=4)[N:14]=3)=[CH:9][CH:10]=2)[CH:5]=[N:4]1.